This data is from Peptide-MHC class II binding affinity with 134,281 pairs from IEDB. The task is: Regression. Given a peptide amino acid sequence and an MHC pseudo amino acid sequence, predict their binding affinity value. This is MHC class II binding data. The peptide sequence is KYAPLYAAEAKRVFSLEKKM. The MHC is DRB1_0401 with pseudo-sequence DRB1_0401. The binding affinity (normalized) is 0.